Dataset: Forward reaction prediction with 1.9M reactions from USPTO patents (1976-2016). Task: Predict the product of the given reaction. (1) Given the reactants [C:9](O[C:9]([O:11][C:12]([CH3:15])([CH3:14])[CH3:13])=[O:10])([O:11][C:12]([CH3:15])([CH3:14])[CH3:13])=[O:10].[CH3:16][C:17]1[CH:25]=[CH:24][CH:23]=[C:22]2[C:18]=1[CH:19]=[C:20]([C:26]([O:28][CH3:29])=[O:27])[NH:21]2, predict the reaction product. The product is: [C:12]([O:11][C:9]([N:21]1[C:22]2[C:18](=[C:17]([CH3:16])[CH:25]=[CH:24][CH:23]=2)[CH:19]=[C:20]1[C:26]([O:28][CH3:29])=[O:27])=[O:10])([CH3:13])([CH3:14])[CH3:15]. (2) Given the reactants CC(C1C=CC(B2OC(C)(C)C(C)(C)O2)=CC=1)(C)C(OCC)=O.CS(C1C=CC(Br)=CC=1)(=O)=O.[CH3:35][C:36]([C:43]1[CH:48]=[CH:47][C:46]([C:49]2[CH:54]=[CH:53][C:52]([S:55]([CH3:58])(=[O:57])=[O:56])=[CH:51][CH:50]=2)=[CH:45][CH:44]=1)([CH3:42])[C:37]([O:39]CC)=[O:38].O.[OH-].[Li+], predict the reaction product. The product is: [CH3:42][C:36]([C:43]1[CH:48]=[CH:47][C:46]([C:49]2[CH:54]=[CH:53][C:52]([S:55]([CH3:58])(=[O:57])=[O:56])=[CH:51][CH:50]=2)=[CH:45][CH:44]=1)([CH3:35])[C:37]([OH:39])=[O:38]. (3) Given the reactants [CH3:1][CH2:2][C@H:3]1[O:18][C:16](=[O:17])[C@H:15]([CH3:19])[C@@H:14]([O:20][C@@H:21]2[O:26][C@@H:25]([CH3:27])[C@H:24]([OH:28])[C@@:23]([O:30][CH3:31])([CH3:29])[CH2:22]2)[C@H:13]([CH3:32])[C@@H:12]([O:33][C@@H:34]2[O:39][C@H:38]([CH3:40])[CH2:37][C@H:36]([N:41]([CH3:43])[CH3:42])[C@H:35]2[OH:44])[C@@:11]([O:46][CH3:47])([CH3:45])[CH2:10][C@@H:9]([CH3:48])[C:7](=[O:8])[C@H:6]([CH3:49])[C@@H:5]([OH:50])[C@@:4]1([OH:52])[CH3:51].[C:53]1([CH3:63])[CH:58]=[CH:57][C:56]([S:59]([OH:62])(=[O:61])=[O:60])=[CH:55][CH:54]=1, predict the reaction product. The product is: [C:53]1([CH3:63])[CH:54]=[CH:55][C:56]([S:59]([O-:62])(=[O:60])=[O:61])=[CH:57][CH:58]=1.[CH3:1][CH2:2][C@H:3]1[O:18][C:16](=[O:17])[C@H:15]([CH3:19])[C@@H:14]([O:20][C@@H:21]2[O:26][C@@H:25]([CH3:27])[C@H:24]([OH:28])[C@@:23]([O:30][CH3:31])([CH3:29])[CH2:22]2)[C@H:13]([CH3:32])[C@@H:12]([O:33][C@@H:34]2[O:39][C@H:38]([CH3:40])[CH2:37][C@H:36]([N:41]([CH3:42])[CH3:43])[C@H:35]2[OH:44])[C@@:11]([O:46][CH3:47])([CH3:45])[CH2:10][C@@H:9]([CH3:48])[C:7](=[O:8])[C@H:6]([CH3:49])[C@@H:5]([OH:50])[C@@:4]1([OH:52])[CH3:51]. (4) Given the reactants [CH:1]1([CH2:5][NH:6][C:7]([C:9]2[C:14]([NH:15][C:16]([C:18]3[C:27]4[C:22](=[CH:23][CH:24]=[CH:25][CH:26]=4)[C:21]([C:28](O)=[O:29])=[CH:20][CH:19]=3)=[O:17])=[CH:13][CH:12]=[CH:11][N:10]=2)=[O:8])[CH2:4][CH2:3][CH2:2]1, predict the reaction product. The product is: [CH:1]1([CH2:5][NH:6][C:7]([C:9]2[C:14]([NH:15][C:16]([C:18]3[C:27]4[C:22](=[CH:23][CH:24]=[CH:25][CH:26]=4)[C:21]([CH2:28][OH:29])=[CH:20][CH:19]=3)=[O:17])=[CH:13][CH:12]=[CH:11][N:10]=2)=[O:8])[CH2:4][CH2:3][CH2:2]1. (5) Given the reactants [Cl:1][C:2]1[CH:7]=[C:6]([NH:8][N:9]=[C:10]2[CH2:15][CH2:14][NH:13][C:12](=[O:16])[CH2:11]2)[CH:5]=[CH:4][N:3]=1.[CH3:17]OC(OC)N(C)C, predict the reaction product. The product is: [Cl:1][C:2]1[CH:7]=[C:6]([N:8]2[CH:17]=[C:11]3[C:12](=[O:16])[NH:13][CH2:14][CH2:15][C:10]3=[N:9]2)[CH:5]=[CH:4][N:3]=1.